This data is from Reaction yield outcomes from USPTO patents with 853,638 reactions. The task is: Predict the reaction yield, written as a fraction of the theoretical maximum amount of product (1.0 means a 100% yield; for example, 0.34 means a 34% yield). (1) The reactants are [NH2:1][C:2]1[CH:7]=[CH:6][C:5]([OH:8])=[C:4]([F:9])[C:3]=1[F:10].CC(C)([O-])C.[K+].[O:17]1[CH2:21][CH2:20][O:19][CH:18]1[C:22]1[CH:23]=[CH:24][C:25]([C:28]2[S:36][C:35]3[C:30](=[N:31][CH:32]=[CH:33][C:34]=3Cl)[CH:29]=2)=[N:26][CH:27]=1.O. The catalyst is CS(C)=O. The product is [O:17]1[CH2:21][CH2:20][O:19][CH:18]1[C:22]1[CH:23]=[CH:24][C:25]([C:28]2[S:36][C:35]3[C:30](=[N:31][CH:32]=[CH:33][C:34]=3[O:8][C:5]3[CH:6]=[CH:7][C:2]([NH2:1])=[C:3]([F:10])[C:4]=3[F:9])[CH:29]=2)=[N:26][CH:27]=1. The yield is 0.790. (2) The reactants are Cl[C:2]1[C:7]2[CH:8]=[N:9][N:10]([CH2:11][C:12]3[CH:17]=[CH:16][C:15]([O:18][CH3:19])=[CH:14][CH:13]=3)[C:6]=2[CH:5]=[C:4]([Cl:20])[N:3]=1.CCN(C(C)C)C(C)C.Cl.[F:31][C:32]1([F:37])[CH2:36][CH2:35][NH:34][CH2:33]1. The catalyst is CN(C=O)C. The product is [Cl:20][C:4]1[N:3]=[C:2]([N:34]2[CH2:35][CH2:36][C:32]([F:37])([F:31])[CH2:33]2)[C:7]2[CH:8]=[N:9][N:10]([CH2:11][C:12]3[CH:17]=[CH:16][C:15]([O:18][CH3:19])=[CH:14][CH:13]=3)[C:6]=2[CH:5]=1. The yield is 0.820. (3) The reactants are [Cl:1][C:2]1[CH:3]=[C:4]([C:9]2([C:15]([OH:17])=O)[CH2:14][CH2:13][CH2:12][CH2:11][CH2:10]2)[CH:5]=[CH:6][C:7]=1[Cl:8].[CH3:18][NH:19][CH3:20]. No catalyst specified. The product is [Cl:1][C:2]1[CH:3]=[C:4]([C:9]2([C:15]([N:19]([CH3:20])[CH3:18])=[O:17])[CH2:14][CH2:13][CH2:12][CH2:11][CH2:10]2)[CH:5]=[CH:6][C:7]=1[Cl:8]. The yield is 0.360. (4) The reactants are [NH2:1][C:2]1[CH:11]=[CH:10][C:5]2[N:6]=[C:7]([SH:9])[S:8][C:4]=2[CH:3]=1.[C:12]1(C)C=CC(S(OC)(=O)=O)=CC=1.[C:24](O[C:24]([C:26]([F:29])([F:28])[F:27])=[O:25])([C:26]([F:29])([F:28])[F:27])=[O:25]. The catalyst is CC#N. The product is [CH3:12][S:9][C:7]1[S:8][C:4]2[CH:3]=[C:2]([NH:1][C:24](=[O:25])[C:26]([F:29])([F:28])[F:27])[CH:11]=[CH:10][C:5]=2[N:6]=1. The yield is 0.660. (5) The reactants are [C:1]([O:5][C:6](=[O:23])[C@@H:7]([NH:10][C:11](=[O:22])[C:12]1[CH:17]=[C:16]([Cl:18])[CH:15]=[CH:14][C:13]=1[N+:19]([O-])=O)[CH2:8][CH3:9])([CH3:4])([CH3:3])[CH3:2].O.O.[Sn](Cl)Cl. The catalyst is C(O)C.[OH-].[Na+]. The product is [C:1]([O:5][C:6](=[O:23])[C@@H:7]([NH:10][C:11](=[O:22])[C:12]1[CH:17]=[C:16]([Cl:18])[CH:15]=[CH:14][C:13]=1[NH2:19])[CH2:8][CH3:9])([CH3:2])([CH3:3])[CH3:4]. The yield is 0.880. (6) The reactants are [CH3:1][O:2][C:3](=[O:15])[CH2:4][C@H:5]1[C:9]2[CH:10]=[CH:11][C:12]([OH:14])=[CH:13][C:8]=2[O:7][CH2:6]1.[F:16][C:17]1[C:18]([CH3:40])=[C:19]([C:32]2[CH:37]=[CH:36][CH:35]=[C:34]([CH2:38]O)[CH:33]=2)[C:20]([CH3:31])=[CH:21][C:22]=1[O:23][CH2:24][CH2:25][CH2:26][S:27]([CH3:30])(=[O:29])=[O:28].C(P(CCCC)CCCC)CCC.N(C(N1CCCCC1)=O)=NC(N1CCCCC1)=O. The catalyst is CCCCCC.O1CCCC1.C1(C)C=CC=CC=1. The product is [F:16][C:17]1[C:18]([CH3:40])=[C:19]([C:32]2[CH:37]=[CH:36][CH:35]=[C:34]([CH2:38][O:14][C:12]3[CH:11]=[CH:10][C:9]4[C@H:5]([CH2:4][C:3]([O:2][CH3:1])=[O:15])[CH2:6][O:7][C:8]=4[CH:13]=3)[CH:33]=2)[C:20]([CH3:31])=[CH:21][C:22]=1[O:23][CH2:24][CH2:25][CH2:26][S:27]([CH3:30])(=[O:29])=[O:28]. The yield is 0.770. (7) The reactants are [N:1]([C:4]1[CH:14]=[CH:13][C:7]([C:8]([NH:10][CH2:11][CH3:12])=[O:9])=[CH:6][CH:5]=1)=[N+:2]=[N-:3].[C:15]([CH2:23][C:24]([O:26]CC)=[O:25])(=O)[C:16]1[CH:21]=[CH:20][CH:19]=[CH:18][CH:17]=1.[O-]CC.[Na+].O. The catalyst is C(O)C. The product is [CH2:11]([NH:10][C:8]([C:7]1[CH:6]=[CH:5][C:4]([N:1]2[C:15]([C:16]3[CH:21]=[CH:20][CH:19]=[CH:18][CH:17]=3)=[C:23]([C:24]([OH:26])=[O:25])[N:3]=[N:2]2)=[CH:14][CH:13]=1)=[O:9])[CH3:12]. The yield is 0.988. (8) The reactants are [CH2:1]([O:8][C:9]([CH:11]([CH2:16][CH2:17][C:18]([O:20][CH2:21][C:22]1[CH:27]=[CH:26][CH:25]=[CH:24][CH:23]=1)=[O:19])[CH2:12][PH:13](=[O:15])[OH:14])=[O:10])[C:2]1[CH:7]=[CH:6][CH:5]=[CH:4][CH:3]=1.[CH2:28](O)[C:29]1[CH:34]=[CH:33][CH:32]=[CH:31][CH:30]=1.CN(C1C=CC=CN=1)C.C1(N=C=NC2CCCCC2)CCCCC1. The catalyst is O1CCCC1. The product is [CH2:1]([O:8][C:9]([CH:11]([CH2:16][CH2:17][C:18]([O:20][CH2:21][C:22]1[CH:23]=[CH:24][CH:25]=[CH:26][CH:27]=1)=[O:19])[CH2:12][P:13]([CH2:28][C:29]1[CH:34]=[CH:33][CH:32]=[CH:31][CH:30]=1)(=[O:14])[OH:15])=[O:10])[C:2]1[CH:7]=[CH:6][CH:5]=[CH:4][CH:3]=1. The yield is 0.470.